This data is from Forward reaction prediction with 1.9M reactions from USPTO patents (1976-2016). The task is: Predict the product of the given reaction. (1) Given the reactants [OH:1][C:2]1[CH:7]=[CH:6][C:5]([CH2:8][CH2:9][C:10]([O:12][CH3:13])=[O:11])=[CH:4][CH:3]=1.[H-].[Na+].[N+:16]([C:19]1[CH:20]=[C:21]([CH:24]=[CH:25][CH:26]=1)[CH2:22]Br)([O-])=O.O, predict the reaction product. The product is: [NH2:16][C:19]1[CH:20]=[C:21]([CH:24]=[CH:25][CH:26]=1)[CH2:22][O:1][C:2]1[CH:3]=[CH:4][C:5]([CH2:8][CH2:9][C:10]([O:12][CH3:13])=[O:11])=[CH:6][CH:7]=1. (2) Given the reactants Br[C:2]1[CH:7]=[CH:6][C:5]([CH:8]=[CH:9][C:10]2[CH:15]=[CH:14][C:13](Br)=[CH:12][CH:11]=2)=[CH:4][CH:3]=1.[C:17]1([CH3:24])[CH:22]=[CH:21][CH:20]=[CH:19][C:18]=1P.C[C:26]([CH3:29])([O-])[CH3:27].[Na+].[CH2:31]([NH:39][CH2:40][CH2:41][CH2:42][CH2:43][CH2:44][CH2:45][CH2:46][CH3:47])[CH2:32][CH2:33][CH2:34][CH2:35][CH2:36][CH2:37][CH3:38], predict the reaction product. The product is: [CH2:31]([N:39]([CH2:40][CH2:18][CH2:19][CH2:20][CH2:21][CH2:22][CH2:17][CH3:24])[C:2]1[CH:7]=[CH:6][C:5]([CH:8]=[CH:9][C:10]2[CH:15]=[CH:14][C:13]([N:39]([CH2:31][CH2:32][CH2:33][CH2:34][CH2:35][CH2:36][CH2:37][CH3:38])[CH2:40][CH2:41][CH2:42][CH2:43][CH2:44][CH2:45][CH2:46][CH3:47])=[CH:12][CH:11]=2)=[CH:4][CH:3]=1)[CH2:32][CH2:33][CH2:34][CH2:35][CH2:27][CH2:26][CH3:29]. (3) Given the reactants [Cl:1][C:2]1[CH:7]=[C:6]2[NH:8][C:9](=[O:38])[C:10]3([CH:15]([C:16]4[CH:21]=[C:20]([Cl:22])[CH:19]=[CH:18][C:17]=4[N:23]4[CH2:28][CH2:27][NH:26][CH2:25][CH2:24]4)[CH2:14][C:13](=[O:29])[NH:12][CH:11]3[C:30]3[CH:35]=[C:34]([F:36])[CH:33]=[CH:32][C:31]=3[CH3:37])[C:5]2=[CH:4][CH:3]=1.CCN(CC)CC.[CH3:46][C:47](C)=[O:48], predict the reaction product. The product is: [Cl:1][C:2]1[CH:7]=[C:6]2[NH:8][C:9](=[O:38])[C:10]3([CH:15]([C:16]4[CH:21]=[C:20]([Cl:22])[CH:19]=[CH:18][C:17]=4[N:23]4[CH2:28][CH2:27][N:26]([CH2:46][CH2:47][OH:48])[CH2:25][CH2:24]4)[CH2:14][C:13](=[O:29])[NH:12][CH:11]3[C:30]3[CH:35]=[C:34]([F:36])[CH:33]=[CH:32][C:31]=3[CH3:37])[C:5]2=[CH:4][CH:3]=1. (4) Given the reactants [C:1]12([NH2:11])[CH2:10][CH:5]3[CH2:6][CH:7]([CH2:9][CH:3]([CH2:4]3)[CH2:2]1)[CH2:8]2.[CH:12]([C:14]1[CH:19]=[CH:18][C:17]([NH:20][C:21](=[O:23])[CH3:22])=[CH:16][CH:15]=1)=O, predict the reaction product. The product is: [C:1]12([NH:11][CH2:12][C:14]3[CH:15]=[CH:16][C:17]([NH:20][C:21](=[O:23])[CH3:22])=[CH:18][CH:19]=3)[CH2:8][CH:7]3[CH2:6][CH:5]([CH2:4][CH:3]([CH2:9]3)[CH2:2]1)[CH2:10]2. (5) Given the reactants [Cl:1][C:2]1[CH:7]=[CH:6][CH:5]=[CH:4][C:3]=1[C:8]1[CH:13]=[CH:12][N:11]=[CH:10][C:9]=1[NH:14][CH2:15][C:16]#[N:17].[CH3:18][S:19]([C:22]1[CH:23]=[C:24]([CH:28]=[C:29]([C:31]([F:34])([F:33])[F:32])[CH:30]=1)[C:25](O)=[O:26])(=[O:21])=[O:20], predict the reaction product. The product is: [Cl:1][C:2]1[CH:7]=[CH:6][CH:5]=[CH:4][C:3]=1[C:8]1[CH:13]=[CH:12][N:11]=[CH:10][C:9]=1[N:14]([CH2:15][C:16]#[N:17])[C:25](=[O:26])[C:24]1[CH:28]=[C:29]([C:31]([F:34])([F:32])[F:33])[CH:30]=[C:22]([S:19]([CH3:18])(=[O:21])=[O:20])[CH:23]=1.